This data is from Full USPTO retrosynthesis dataset with 1.9M reactions from patents (1976-2016). The task is: Predict the reactants needed to synthesize the given product. (1) Given the product [Cl:42][C:30]1[CH:29]=[CH:28][C:27]([C:26]2[C:21]([C@@H:11]([NH:10][C:8](=[O:9])[CH2:7][N:5]3[C:4]4[C:49]([F:53])([F:54])[C@@H:50]5[CH2:52][C@@H:51]5[C:3]=4[C:2]([NH:1][C:63](=[O:64])[O:62][CH3:61])=[N:6]3)[CH2:12][C:13]3[CH:18]=[C:17]([F:19])[CH:16]=[C:15]([F:20])[CH:14]=3)=[N:22][C:23]([C:43]#[C:44][C:45]([OH:48])([CH3:47])[CH3:46])=[CH:24][CH:25]=2)=[C:35]2[C:31]=1[C:32]([NH:37][S:38]([CH3:41])(=[O:39])=[O:40])=[N:33][N:34]2[CH3:36], predict the reactants needed to synthesize it. The reactants are: [NH2:1][C:2]1[C:3]2[C@H:51]3[CH2:52][C@H:50]3[C:49]([F:54])([F:53])[C:4]=2[N:5]([CH2:7][C:8]([NH:10][C@H:11]([C:21]2[C:26]([C:27]3[CH:28]=[CH:29][C:30]([Cl:42])=[C:31]4[C:35]=3[N:34]([CH3:36])[N:33]=[C:32]4[NH:37][S:38]([CH3:41])(=[O:40])=[O:39])=[CH:25][CH:24]=[C:23]([C:43]#[C:44][C:45]([OH:48])([CH3:47])[CH3:46])[N:22]=2)[CH2:12][C:13]2[CH:18]=[C:17]([F:19])[CH:16]=[C:15]([F:20])[CH:14]=2)=[O:9])[N:6]=1.N1C=CC=CC=1.[CH3:61][O:62][C:63](Cl)=[O:64]. (2) Given the product [NH2:8][C:7]1[C:6]([OH:11])=[CH:5][C:4]([CH2:19][C:20]([O:22][CH2:23][CH3:24])=[O:21])=[CH:3][C:2]=1[F:1], predict the reactants needed to synthesize it. The reactants are: [F:1][C:2]1[CH:3]=[C:4]([CH2:19][C:20]([O:22][CH2:23][CH3:24])=[O:21])[CH:5]=[C:6]([O:11]CC2C=CC=CC=2)[C:7]=1[N+:8]([O-])=O. (3) The reactants are: Cl[C:2]1[N:7]=[N:6][C:5]([C:8]([NH:10][CH2:11][CH2:12][CH:13]([CH3:15])[CH3:14])=[O:9])=[CH:4][CH:3]=1.[F:16][C:17]1[CH:29]=[CH:28][C:20]([CH2:21][CH:22]2[CH2:27][CH2:26][NH:25][CH2:24][CH2:23]2)=[CH:19][CH:18]=1. Given the product [F:16][C:17]1[CH:18]=[CH:19][C:20]([CH2:21][CH:22]2[CH2:23][CH2:24][N:25]([C:2]3[N:7]=[N:6][C:5]([C:8]([NH:10][CH2:11][CH2:12][CH:13]([CH3:15])[CH3:14])=[O:9])=[CH:4][CH:3]=3)[CH2:26][CH2:27]2)=[CH:28][CH:29]=1, predict the reactants needed to synthesize it. (4) Given the product [Cl:1][C:2]1[CH:28]=[C:27]([Cl:29])[CH:26]=[CH:25][C:3]=1[C:4]([NH:6][CH:7]([C:19]1[CH:24]=[CH:23][CH:22]=[CH:21][CH:20]=1)[CH:8]1[CH2:9][N:10]([S:43]([CH2:40][CH2:41][CH3:42])(=[O:45])=[O:44])[CH2:11]1)=[O:5], predict the reactants needed to synthesize it. The reactants are: [Cl:1][C:2]1[CH:28]=[C:27]([Cl:29])[CH:26]=[CH:25][C:3]=1[C:4]([NH:6][CH:7]([C:19]1[CH:24]=[CH:23][CH:22]=[CH:21][CH:20]=1)[CH:8]1[CH2:11][N:10](C(OC(C)(C)C)=O)[CH2:9]1)=[O:5].Cl.CCN(C(C)C)C(C)C.[CH2:40]([S:43](Cl)(=[O:45])=[O:44])[CH2:41][CH3:42]. (5) Given the product [C:4]([C:3]1[CH:7]=[CH:8][C:9]([Cl:11])=[CH:10][C:2]=1[NH:1][C:22](=[O:28])[C:23]([O:25][CH2:26][CH3:27])=[O:24])(=[O:5])[NH2:6], predict the reactants needed to synthesize it. The reactants are: [NH2:1][C:2]1[CH:10]=[C:9]([Cl:11])[CH:8]=[CH:7][C:3]=1[C:4]([NH2:6])=[O:5].CCN(C(C)C)C(C)C.Cl[C:22](=[O:28])[C:23]([O:25][CH2:26][CH3:27])=[O:24]. (6) Given the product [F:1][C:2]1[CH:11]=[C:10]2[C:5]([C:6]([N:26]3[CH2:31][CH2:30][O:29][CH2:28][CH2:27]3)=[N:7][C:8]([N:12]3[CH:16]=[C:15]([C:17]([OH:19])=[O:18])[CH:14]=[N:13]3)=[N:9]2)=[CH:4][C:3]=1[CH:23]([CH3:24])[CH3:25], predict the reactants needed to synthesize it. The reactants are: [F:1][C:2]1[CH:11]=[C:10]2[C:5]([C:6](=O)[NH:7][C:8]([N:12]3[CH:16]=[C:15]([C:17]([O:19]CC)=[O:18])[CH:14]=[N:13]3)=[N:9]2)=[CH:4][C:3]=1[CH:23]([CH3:25])[CH3:24].[NH:26]1[CH2:31][CH2:30][O:29][CH2:28][CH2:27]1.